The task is: Regression. Given a peptide amino acid sequence and an MHC pseudo amino acid sequence, predict their binding affinity value. This is MHC class I binding data.. This data is from Peptide-MHC class I binding affinity with 185,985 pairs from IEDB/IMGT. The peptide sequence is IATESIVIW. The MHC is HLA-B57:01 with pseudo-sequence YYAMYGENMASTYENIAYIVYDSYTWAVLAYLWY. The binding affinity (normalized) is 0.756.